Dataset: Reaction yield outcomes from USPTO patents with 853,638 reactions. Task: Predict the reaction yield, written as a fraction of the theoretical maximum amount of product (1.0 means a 100% yield; for example, 0.34 means a 34% yield). (1) The reactants are [CH3:1]I.[CH:3]1[C:12]2[CH:11]=[CH:10][CH:9]=[C:8]([CH:13]=[O:14])[C:7]=2[CH:6]=[CH:5][N:4]=1. The catalyst is CCOCC. The product is [CH:3]1[C:12]2[C:7](=[C:8]([CH:13]([OH:14])[CH3:1])[CH:9]=[CH:10][CH:11]=2)[CH:6]=[CH:5][N:4]=1. The yield is 0.970. (2) The reactants are [Mg].[F:2][C:3]([F:16])([F:15])[C:4]1[CH:9]=[C:8](Br)[CH:7]=[C:6]([C:11]([F:14])([F:13])[F:12])[CH:5]=1.Cl[P:18]1(=[O:23])[CH2:22][CH:21]=[CH:20][CH2:19]1. No catalyst specified. The product is [F:2][C:3]([F:16])([F:15])[C:4]1[CH:9]=[C:8]([P:18]2(=[O:23])[CH2:22][CH:21]=[CH:20][CH2:19]2)[CH:7]=[C:6]([C:11]([F:14])([F:13])[F:12])[CH:5]=1. The yield is 0.510. (3) The reactants are Br[C:2]1[CH:3]=[C:4]2[C:8](=[C:9]([C:11]([NH2:13])=[O:12])[CH:10]=1)[NH:7][CH:6]=[C:5]2[CH:14]1[CH2:18][CH2:17][S:16](=[O:20])(=[O:19])[CH2:15]1.CC1(C)C(C)(C)OB([C:29]2[CH:30]=[C:31]([CH2:34][N:35]3[CH2:38][CH2:37][CH2:36]3)[S:32][CH:33]=2)O1.C(=O)([O-])[O-].[K+].[K+]. The catalyst is O1CCOCC1.O.C1C=CC(P(C2C=CC=CC=2)[C-]2C=CC=C2)=CC=1.C1C=CC(P(C2C=CC=CC=2)[C-]2C=CC=C2)=CC=1.Cl[Pd]Cl.[Fe+2]. The product is [N:35]1([CH2:34][C:31]2[S:32][CH:33]=[C:29]([C:2]3[CH:3]=[C:4]4[C:8](=[C:9]([C:11]([NH2:13])=[O:12])[CH:10]=3)[NH:7][CH:6]=[C:5]4[CH:14]3[CH2:18][CH2:17][S:16](=[O:20])(=[O:19])[CH2:15]3)[CH:30]=2)[CH2:38][CH2:37][CH2:36]1. The yield is 0.230. (4) The reactants are B(Br)(Br)Br.C[O:6][C:7]1[C:15]2[O:16][CH2:17][CH2:18][C:14]=2[C:13]2[C@H:12]([CH2:19][CH2:20][NH:21][C:22](=[O:25])[CH2:23][CH3:24])[CH2:11][CH2:10][C:9]=2[CH:8]=1. The catalyst is C(Cl)Cl. The product is [OH:6][C:7]1[C:15]2[O:16][CH2:17][CH2:18][C:14]=2[C:13]2[C@H:12]([CH2:19][CH2:20][NH:21][C:22](=[O:25])[CH2:23][CH3:24])[CH2:11][CH2:10][C:9]=2[CH:8]=1. The yield is 0.340. (5) The reactants are [F:1][C:2]([F:10])([F:9])[C:3]1[CH:7]=[C:6]([NH2:8])[O:5][N:4]=1.[H-].[Na+].[CH2:13]([O:15][C:16]1[CH:21]=[CH:20][C:19]([N:22]=[C:23]=[S:24])=[C:18]([N+:25]([O-:27])=[O:26])[CH:17]=1)[CH3:14]. The catalyst is CN(C=O)C. The product is [CH2:13]([O:15][C:16]1[CH:21]=[CH:20][C:19]([NH:22][C:23]([NH:8][C:6]2[O:5][N:4]=[C:3]([C:2]([F:10])([F:9])[F:1])[CH:7]=2)=[S:24])=[C:18]([N+:25]([O-:27])=[O:26])[CH:17]=1)[CH3:14]. The yield is 0.0900. (6) The reactants are C([O:5][CH:6]([C:10]1[CH:15]=[CH:14][C:13](C)=[CH:12][CH:11]=1)C(C)=C)C=CC.[C:17]1([C:19](=[CH:21][C:22](=[CH:24][CH:25]=1)[CH3:23])C)[CH3:18]. No catalyst specified. The product is [CH2:15]([CH:10]([CH2:11][C:12]([CH3:13])=[CH:18][C:17]1[CH:25]=[CH:24][C:22]([CH3:23])=[CH:21][CH:19]=1)[CH:6]=[O:5])[CH3:14]. The yield is 0.360. (7) The reactants are [CH2:1]([NH2:3])[CH3:2].Cl[C:5]1[N:6]=[N+:7]([O-:21])[C:8]2[CH:17]=[C:16]3[C:12]([CH2:13][CH:14]([N:18]([CH3:20])[CH3:19])[CH2:15]3)=[CH:11][C:9]=2[N:10]=1. The catalyst is COCCOC. The product is [CH2:1]([NH:3][C:5]1[N:6]=[N+:7]([O-:21])[C:8]2[CH:17]=[C:16]3[C:12]([CH2:13][CH:14]([N:18]([CH3:19])[CH3:20])[CH2:15]3)=[CH:11][C:9]=2[N:10]=1)[CH3:2]. The yield is 0.840. (8) The reactants are [F:1][C:2]1[CH:7]=[CH:6][C:5]([NH:8][C:9](=O)[C@@H:10]([NH:12][C:13]2[N:21]=[CH:20][N:19]=[C:18]3[C:14]=2[N:15]=[CH:16][NH:17]3)[CH3:11])=[C:4]([NH:23][C:24]2[CH:29]=[CH:28][CH:27]=[CH:26][N:25]=2)[CH:3]=1. The catalyst is CC(O)=O. The product is [F:1][C:2]1[CH:7]=[CH:6][C:5]2[N:8]=[C:9]([CH:10]([NH:12][C:13]3[N:21]=[CH:20][N:19]=[C:18]4[C:14]=3[N:15]=[CH:16][NH:17]4)[CH3:11])[N:23]([C:24]3[CH:29]=[CH:28][CH:27]=[CH:26][N:25]=3)[C:4]=2[CH:3]=1. The yield is 0.260. (9) The reactants are [CH2:1]([S:3][C:4]1[C:9]([C:10]([OH:12])=O)=[CH:8][CH:7]=[C:6]([C:13]([F:16])([F:15])[F:14])[N:5]=1)[CH3:2].[CH3:17][NH:18][C:19]1[N:24]=[C:23]2[N:25]([CH3:32])[C:26]([C:28]([F:31])([F:30])[F:29])=[N:27][C:22]2=[CH:21][C:20]=1[NH2:33].CN(C(ON1N=NC2C=CC=NC1=2)=[N+](C)C)C.F[P-](F)(F)(F)(F)F.CCN(C(C)C)C(C)C. The catalyst is CN(C=O)C. The product is [CH2:1]([S:3][C:4]1[C:9]([C:10]([NH:33][C:20]2[CH:21]=[C:22]3[N:27]=[C:26]([C:28]([F:31])([F:30])[F:29])[N:25]([CH3:32])[C:23]3=[N:24][C:19]=2[NH:18][CH3:17])=[O:12])=[CH:8][CH:7]=[C:6]([C:13]([F:16])([F:15])[F:14])[N:5]=1)[CH3:2]. The yield is 0.840.